Dataset: Forward reaction prediction with 1.9M reactions from USPTO patents (1976-2016). Task: Predict the product of the given reaction. (1) Given the reactants [NH2:1][C:2]1[N:7]=[CH:6][N:5]=[C:4]2[N:8]([CH2:27][C@H:28]3[CH2:32][CH2:31][CH2:30][N:29]3[C:33](=[O:37])[CH2:34][C:35]#[N:36])[N:9]=[C:10]([C:11]3[CH:16]=[CH:15][C:14]([O:17][C:18]4[CH:23]=[CH:22][CH:21]=[C:20]([F:24])[C:19]=4[F:25])=[CH:13][C:12]=3[F:26])[C:3]=12.[CH:38]1([CH:41]=O)[CH2:40][CH2:39]1.N1CCCCC1, predict the reaction product. The product is: [NH2:1][C:2]1[N:7]=[CH:6][N:5]=[C:4]2[N:8]([CH2:27][C@H:28]3[CH2:32][CH2:31][CH2:30][N:29]3[C:33]([C:34](=[CH:41][CH:38]3[CH2:40][CH2:39]3)[C:35]#[N:36])=[O:37])[N:9]=[C:10]([C:11]3[CH:16]=[CH:15][C:14]([O:17][C:18]4[CH:23]=[CH:22][CH:21]=[C:20]([F:24])[C:19]=4[F:25])=[CH:13][C:12]=3[F:26])[C:3]=12. (2) Given the reactants [CH:1]1([CH:4]=[C:5]2[C:14](=O)[C:13]3[C:8](=[CH:9][C:10]([C:16]([O:18]C)=[O:17])=[CH:11][CH:12]=3)[O:7][CH2:6]2)[CH2:3][CH2:2]1.Cl.[NH:21]([C:23]1[CH:30]=[CH:29][C:26]([C:27]#[N:28])=[C:25]([CH3:31])[CH:24]=1)[NH2:22], predict the reaction product. The product is: [C:27]([C:26]1[CH:29]=[CH:30][C:23]([N:21]2[CH:4]([CH:1]3[CH2:2][CH2:3]3)[CH:5]3[CH2:6][O:7][C:8]4[CH:9]=[C:10]([C:16]([OH:18])=[O:17])[CH:11]=[CH:12][C:13]=4[C:14]3=[N:22]2)=[CH:24][C:25]=1[CH3:31])#[N:28]. (3) Given the reactants [CH3:1][O:2][C:3](=[O:15])[C:4]([C:6]1[CH:11]=[CH:10][C:9](SC)=[C:8]([Cl:14])[CH:7]=1)=[O:5].O[O:17][S:18]([O-:20])=O.[K+].[CH3:22]O, predict the reaction product. The product is: [CH3:1][O:2][C:3](=[O:15])[C:4]([C:6]1[CH:11]=[CH:10][C:9]([S:18]([CH3:22])(=[O:20])=[O:17])=[C:8]([Cl:14])[CH:7]=1)=[O:5]. (4) Given the reactants O1CCCC1.[CH2:6]([NH2:8])[CH3:7].[CH2:9]([C:11]1[CH:12]=[C:13]([O:29][C:30]2[CH:31]=[N:32][C:33]([S:36]([CH3:39])(=[O:38])=[O:37])=[CH:34][CH:35]=2)[CH:14]=[C:15]2[C:19]=1[NH:18][C:17]([C:20]1[S:21][CH:22]([CH2:25][C:26](O)=[O:27])[CH2:23][N:24]=1)=[CH:16]2)[CH3:10].ON1C2C=CC=CC=2N=N1.Cl.C(N=C=NCCCN(C)C)C, predict the reaction product. The product is: [CH2:6]([NH:8][C:26](=[O:27])[CH2:25][CH:22]1[S:21][C:20]([C:17]2[NH:18][C:19]3[C:15]([CH:16]=2)=[CH:14][C:13]([O:29][C:30]2[CH:31]=[N:32][C:33]([S:36]([CH3:39])(=[O:38])=[O:37])=[CH:34][CH:35]=2)=[CH:12][C:11]=3[CH2:9][CH3:10])=[N:24][CH2:23]1)[CH3:7]. (5) Given the reactants [F:1][C:2]([F:16])([F:15])[C:3]1[CH:14]=[CH:13][C:6]2[S:7][C:8]([C:10](Cl)=[O:11])=[CH:9][C:5]=2[CH:4]=1.[CH3:17][C:18](=[N:20][OH:21])[CH3:19].C(N(CC)CC)C, predict the reaction product. The product is: [F:1][C:2]([F:16])([F:15])[C:3]1[CH:14]=[CH:13][C:6]2[S:7][C:8]([C:10]([O:21][N:20]=[C:18]([CH3:19])[CH3:17])=[O:11])=[CH:9][C:5]=2[CH:4]=1. (6) The product is: [F:9][C:6]1[CH:5]=[C:4]([OH:10])[CH:3]=[C:2]([N:11]2[CH2:16][CH2:15][NH:14][CH2:13][CH2:12]2)[C:7]=1[F:8]. Given the reactants F[C:2]1[CH:3]=[C:4]([OH:10])[CH:5]=[C:6]([F:9])[C:7]=1[F:8].[NH:11]1[CH2:16][CH2:15][NH:14][CH2:13][CH2:12]1, predict the reaction product.